From a dataset of Peptide-MHC class I binding affinity with 185,985 pairs from IEDB/IMGT. Regression. Given a peptide amino acid sequence and an MHC pseudo amino acid sequence, predict their binding affinity value. This is MHC class I binding data. The peptide sequence is FPTSCHMF. The MHC is HLA-B44:02 with pseudo-sequence HLA-B44:02. The binding affinity (normalized) is 0.